From a dataset of Forward reaction prediction with 1.9M reactions from USPTO patents (1976-2016). Predict the product of the given reaction. Given the reactants [C:1]([O:5][C:6]([NH:8][C@H:9]([C:17]([OH:19])=O)[CH2:10][C:11]1[CH:16]=[CH:15][CH:14]=[CH:13][CH:12]=1)=[O:7])([CH3:4])([CH3:3])[CH3:2].C([N-]C(C)C)(C)C.[Li+].Cl.O.[CH2:30]([Cl:32])[Cl:31], predict the reaction product. The product is: [C:1]([O:5][C:6]([NH:8][C@@H:9]([CH2:10][C:11]1[CH:12]=[CH:13][CH:14]=[CH:15][CH:16]=1)[C:17](=[O:19])[CH:30]([Cl:32])[Cl:31])=[O:7])([CH3:2])([CH3:3])[CH3:4].